Dataset: Reaction yield outcomes from USPTO patents with 853,638 reactions. Task: Predict the reaction yield, written as a fraction of the theoretical maximum amount of product (1.0 means a 100% yield; for example, 0.34 means a 34% yield). (1) The reactants are [F:1][C:2]1[CH:3]=[C:4]([CH:6]=[CH:7][CH:8]=1)[NH2:5].Cl.Cl[C:11]1[N:16]=[C:15]([NH:17][C@@H:18]2[CH2:26][C@H:25]3[N:21]([CH2:22][CH2:23][CH2:24]3)[C:20]([CH3:28])([CH3:27])[CH2:19]2)[C:14]([F:29])=[CH:13][N:12]=1.CC1C=CC(S(O)(=O)=[O:38])=CC=1.O.C[CH:43]([OH:45])[CH3:44]. No catalyst specified. The product is [CH3:27][C:20]1([CH3:28])[CH2:19][C@H:18]([NH:17][C:15]2[C:14]([F:29])=[CH:13][N:12]=[C:11]([NH:5][C:4]3[CH:6]=[CH:7][C:8]([O:38][CH2:44][CH2:43][OH:45])=[C:2]([F:1])[CH:3]=3)[N:16]=2)[CH2:26][C@H:25]2[N:21]1[CH2:22][CH2:23][CH2:24]2. The yield is 0.330. (2) The reactants are [NH2:1][C:2]1[C:3](=[O:14])[C:4]2[C:9]([C:10](=[O:13])[C:11]=1[Cl:12])=[CH:8][CH:7]=[CH:6][CH:5]=2.[H-].[Na+].[C:17](Cl)(=[O:24])[C:18]1[CH:23]=[CH:22][CH:21]=[CH:20][CH:19]=1. The catalyst is C1COCC1. The product is [Cl:12][C:11]1[C:10](=[O:13])[C:9]2[C:4](=[CH:5][CH:6]=[CH:7][CH:8]=2)[C:3](=[O:14])[C:2]=1[NH:1][C:17](=[O:24])[C:18]1[CH:23]=[CH:22][CH:21]=[CH:20][CH:19]=1. The yield is 0.744. (3) The product is [F:24][C:19]1[CH:20]=[CH:21][CH:22]=[CH:23][C:18]=1[O:17][C:14]1[CH:13]=[CH:12][C:11]([C:10]2[C:3]3[C:4](=[N:5][CH:6]=[N:7][C:2]=3[NH2:1])[N:8]([CH2:25][C@H:26]3[CH2:30][CH2:29][CH2:28][NH:27]3)[N:9]=2)=[CH:16][CH:15]=1. The catalyst is ClCCl. The reactants are [NH2:1][C:2]1[N:7]=[CH:6][N:5]=[C:4]2[N:8]([CH2:25][C@H:26]3[CH2:30][CH2:29][CH2:28][N:27]3C(OC(C)(C)C)=O)[N:9]=[C:10]([C:11]3[CH:16]=[CH:15][C:14]([O:17][C:18]4[CH:23]=[CH:22][CH:21]=[CH:20][C:19]=4[F:24])=[CH:13][CH:12]=3)[C:3]=12.FC(F)(F)C(O)=O. The yield is 0.620. (4) The reactants are [O:1]=[C:2]1[CH2:7][CH2:6][C:5]([C:10]2[N:15]=[CH:14][CH:13]=[CH:12][N:11]=2)([C:8]#[N:9])[CH2:4][CH2:3]1.[CH2:16](O)[CH2:17][OH:18].O. The catalyst is C1C=CC=CC=1.O.C1(C)C=CC(S(O)(=O)=O)=CC=1. The product is [N:15]1[CH:14]=[CH:13][CH:12]=[N:11][C:10]=1[C:5]1([C:8]#[N:9])[CH2:6][CH2:7][C:2]2([O:18][CH2:17][CH2:16][O:1]2)[CH2:3][CH2:4]1. The yield is 0.800.